Dataset: Catalyst prediction with 721,799 reactions and 888 catalyst types from USPTO. Task: Predict which catalyst facilitates the given reaction. (1) Reactant: [NH2:1][C@H:2]([C:12]1[C:17]([C:18]2[CH:19]=[CH:20][CH:21]=[C:22]3[C:26]=2[N:25]([CH3:27])[N:24]=[C:23]3[NH:28][S:29]([CH3:32])(=[O:31])=[O:30])=[CH:16][CH:15]=[C:14]([C:33]#[C:34][C:35]([OH:38])([CH3:37])[CH3:36])[N:13]=1)[CH2:3][C:4]1[CH:9]=[C:8]([F:10])[CH:7]=[C:6]([F:11])[CH:5]=1.C(N(CC)CC)C.[F:46][C:47]([F:64])([F:63])[C:48]1[C:49]2[C@H:59]3[CH2:60][C@H:58]3[C:57]([F:62])([F:61])[C:50]=2[N:51]([CH2:53][C:54](O)=[O:55])[N:52]=1.CN(C(ON1N=NC2C=CC=NC1=2)=[N+](C)C)C.F[P-](F)(F)(F)(F)F. Product: [F:62][C:57]1([F:61])[C:50]2[N:51]([CH2:53][C:54]([NH:1][C@H:2]([C:12]3[C:17]([C:18]4[CH:19]=[CH:20][CH:21]=[C:22]5[C:26]=4[N:25]([CH3:27])[N:24]=[C:23]5[NH:28][S:29]([CH3:32])(=[O:31])=[O:30])=[CH:16][CH:15]=[C:14]([C:33]#[C:34][C:35]([OH:38])([CH3:36])[CH3:37])[N:13]=3)[CH2:3][C:4]3[CH:5]=[C:6]([F:11])[CH:7]=[C:8]([F:10])[CH:9]=3)=[O:55])[N:52]=[C:48]([C:47]([F:64])([F:63])[F:46])[C:49]=2[C@H:59]2[CH2:60][C@@H:58]12. The catalyst class is: 44. (2) Reactant: [NH2:1][C:2]1[C:3]([O:15][CH2:16][CH2:17][O:18][CH3:19])=[N:4][C:5]([CH3:14])=[CH:6][C:7]=1[O:8][CH2:9][C:10]([F:13])([F:12])[F:11].CN(C)C1C=CC=CC=1.[Br:29][CH2:30][C:31](Br)=[O:32]. Product: [Br:29][CH2:30][C:31]([NH:1][C:2]1[C:3]([O:15][CH2:16][CH2:17][O:18][CH3:19])=[N:4][C:5]([CH3:14])=[CH:6][C:7]=1[O:8][CH2:9][C:10]([F:11])([F:12])[F:13])=[O:32]. The catalyst class is: 4. (3) Reactant: [CH3:1][C:2]([CH3:24])([CH3:23])[CH2:3][CH2:4]/[N:5]=[CH:6]/[C:7]1[CH:12]=[CH:11][CH:10]=[C:9]([F:13])[C:8]=1[NH:14][CH2:15][CH2:16][N:17]1[CH2:22][CH2:21][O:20][CH2:19][CH2:18]1.[SH:25][C@@H:26]([CH2:30][C:31]([OH:33])=[O:32])[C:27](O)=[O:28]. Product: [O:20]1[CH2:21][CH2:22][N:17]([CH2:16][CH2:15][NH:14][C:8]2[C:9]([F:13])=[CH:10][CH:11]=[CH:12][C:7]=2[CH:6]2[N:5]([CH2:4][CH2:3][C:2]([CH3:24])([CH3:23])[CH3:1])[C:27](=[O:28])[CH:26]([CH2:30][C:31]([OH:33])=[O:32])[S:25]2)[CH2:18][CH2:19]1. The catalyst class is: 11. (4) Product: [CH3:11][O:12][C:13](=[O:21])[C:14]1[CH:19]=[CH:18][C:17]([O:20][C:4]2[CH:5]=[CH:6][C:7]([CH:8]=[O:9])=[C:2]([Cl:1])[N:3]=2)=[CH:16][CH:15]=1. The catalyst class is: 3. Reactant: [Cl:1][C:2]1[C:7]([CH:8]=[O:9])=[CH:6][CH:5]=[C:4](Cl)[N:3]=1.[CH3:11][O:12][C:13](=[O:21])[C:14]1[CH:19]=[CH:18][C:17]([OH:20])=[CH:16][CH:15]=1.C([O-])([O-])=O.[K+].[K+]. (5) Reactant: [OH:1][CH2:2][CH2:3][CH2:4][O:5][C:6](=[O:14])[C:7]1[CH:12]=[CH:11][C:10]([OH:13])=[CH:9][CH:8]=1.CN1CCCC1=O.[C:22](Cl)(=[O:26])[C:23]([CH3:25])=[CH2:24]. Product: [C:22]([O:1][CH2:2][CH2:3][CH2:4][O:5][C:6](=[O:14])[C:7]1[CH:12]=[CH:11][C:10]([OH:13])=[CH:9][CH:8]=1)(=[O:26])[C:23]([CH3:25])=[CH2:24]. The catalyst class is: 10.